This data is from Forward reaction prediction with 1.9M reactions from USPTO patents (1976-2016). The task is: Predict the product of the given reaction. (1) Given the reactants Br[CH2:2][C:3]([C:5]1[CH:10]=[CH:9][C:8]([N+:11]([O-:13])=[O:12])=[CH:7][CH:6]=1)=[O:4].[OH2:14], predict the reaction product. The product is: [OH:14][CH2:2][C:3]([C:5]1[CH:10]=[CH:9][C:8]([N+:11]([O-:13])=[O:12])=[CH:7][CH:6]=1)=[O:4]. (2) Given the reactants [C:1]1([OH:11])[C:10]2[C:5](=[CH:6][CH:7]=[CH:8][CH:9]=2)[CH:4]=[CH:3][CH:2]=1.[CH2:12]1[S:16](=O)[CH2:15][CH2:14][CH2:13]1.Cl.[F:19][C:20]([F:43])([S:39]([O-:42])(=[O:41])=[O:40])[CH:21]([O:26][C:27]([C:29]12[CH2:38][CH:33]3[CH2:34][CH:35]([CH2:37][CH:31]([CH2:32]3)[CH2:30]1)[CH2:36]2)=[O:28])[C:22]([F:25])([F:24])[F:23].[Na+], predict the reaction product. The product is: [C:29]12([C:27]([O:26][CH:21]([C:22]([F:25])([F:23])[F:24])[C:20]([F:19])([F:43])[S:39]([O-:42])(=[O:40])=[O:41])=[O:28])[CH2:30][CH:31]3[CH2:37][CH:35]([CH2:34][CH:33]([CH2:32]3)[CH2:38]1)[CH2:36]2.[OH:11][C:1]1[C:10]2[C:5](=[CH:6][CH:7]=[CH:8][CH:9]=2)[C:4]([S+:16]2[CH2:12][CH2:13][CH2:14][CH2:15]2)=[CH:3][CH:2]=1. (3) Given the reactants [NH2:1][CH2:2][C:3]1[CH:8]=[CH:7][C:6]([C:9]2[C:14]([CH3:15])=[CH:13][CH:12]=[C:11]([NH:16][C:17]([C:19]3([C:22]4[CH:30]=[CH:29][C:25]5[O:26][CH2:27][O:28][C:24]=5[CH:23]=4)[CH2:21][CH2:20]3)=[O:18])[CH:10]=2)=[CH:5][CH:4]=1.[C:31](Cl)(=[O:34])[CH2:32][CH3:33].CCN(CC)CC, predict the reaction product. The product is: [O:26]1[C:25]2[CH:29]=[CH:30][C:22]([C:19]3([C:17]([NH:16][C:11]4[CH:10]=[C:9]([C:6]5[CH:5]=[CH:4][C:3]([CH2:2][NH:1][C:31](=[O:34])[CH2:32][CH3:33])=[CH:8][CH:7]=5)[C:14]([CH3:15])=[CH:13][CH:12]=4)=[O:18])[CH2:20][CH2:21]3)=[CH:23][C:24]=2[O:28][CH2:27]1.